This data is from Reaction yield outcomes from USPTO patents with 853,638 reactions. The task is: Predict the reaction yield, written as a fraction of the theoretical maximum amount of product (1.0 means a 100% yield; for example, 0.34 means a 34% yield). The reactants are C([N:8]1[CH2:12][C@:11]2([O:23][CH3:24])[CH2:13][N:14]([C:16]([O:18][C:19]([CH3:22])([CH3:21])[CH3:20])=[O:17])[CH2:15][C@@H:10]2[CH2:9]1)C1C=CC=CC=1. The catalyst is CCO.[OH-].[OH-].[Pd+2]. The product is [CH3:24][O:23][C@@:11]12[CH2:13][N:14]([C:16]([O:18][C:19]([CH3:22])([CH3:21])[CH3:20])=[O:17])[CH2:15][C@@H:10]1[CH2:9][NH:8][CH2:12]2. The yield is 0.950.